Dataset: Peptide-MHC class II binding affinity with 134,281 pairs from IEDB. Task: Regression. Given a peptide amino acid sequence and an MHC pseudo amino acid sequence, predict their binding affinity value. This is MHC class II binding data. (1) The peptide sequence is GTGVLTPSSKRFQPF. The MHC is DRB5_0101 with pseudo-sequence DRB5_0101. The binding affinity (normalized) is 0.424. (2) The peptide sequence is AAGAQLLWQLPLLSI. The MHC is DRB1_0401 with pseudo-sequence DRB1_0401. The binding affinity (normalized) is 0. (3) The peptide sequence is LVTVNPIASTNDDEV. The MHC is H-2-IEd with pseudo-sequence H-2-IEd. The binding affinity (normalized) is 0. (4) The peptide sequence is CVYNMMGKREKKLSE. The MHC is DRB3_0101 with pseudo-sequence DRB3_0101. The binding affinity (normalized) is 0. (5) The peptide sequence is LMAFTAAVTS. The MHC is DRB1_0701 with pseudo-sequence DRB1_0701. The binding affinity (normalized) is 0.493. (6) The peptide sequence is QAGGKLCPNNLCCSQ. The MHC is DRB1_0401 with pseudo-sequence DRB1_0401. The binding affinity (normalized) is 0.0820. (7) The peptide sequence is TMTQMNQAFRNIVNM. The MHC is DRB1_1501 with pseudo-sequence DRB1_1501. The binding affinity (normalized) is 0.0156. (8) The binding affinity (normalized) is 0.222. The peptide sequence is EVQKVSQPATGAATV. The MHC is DRB3_0202 with pseudo-sequence DRB3_0202. (9) The peptide sequence is ADSEITETYKEGDAV. The MHC is DRB1_0405 with pseudo-sequence DRB1_0405. The binding affinity (normalized) is 0.418.